This data is from Forward reaction prediction with 1.9M reactions from USPTO patents (1976-2016). The task is: Predict the product of the given reaction. (1) Given the reactants [NH2:1][C:2]1[C:7]([C:8]#[N:9])=[CH:6][N:5]=[C:4]([S:10][CH2:11][C:12]2[CH:17]=[CH:16][CH:15]=[CH:14][CH:13]=2)[N:3]=1.CO[CH:20](OC)[N:21]([CH3:23])[CH3:22].C(C1C(N=CN(C)C)=NC(SCC)=NC=1)#N, predict the reaction product. The product is: [CH2:11]([S:10][C:4]1[N:3]=[C:2]([N:1]=[CH:20][N:21]([CH3:23])[CH3:22])[C:7]([C:8]#[N:9])=[CH:6][N:5]=1)[C:12]1[CH:17]=[CH:16][CH:15]=[CH:14][CH:13]=1. (2) Given the reactants Br[C:2]1[CH:8]=[C:7]([F:9])[C:5]([NH2:6])=[C:4]([F:10])[CH:3]=1.[CH:11]([O:14][C:15]1[CH:16]=[C:17](B(O)O)[CH:18]=[CH:19][CH:20]=1)([CH3:13])[CH3:12], predict the reaction product. The product is: [F:10][C:4]1[CH:3]=[C:2]([C:19]2[CH:18]=[CH:17][CH:16]=[C:15]([O:14][CH:11]([CH3:13])[CH3:12])[CH:20]=2)[CH:8]=[C:7]([F:9])[C:5]=1[NH2:6].